From a dataset of Experimentally validated miRNA-target interactions with 360,000+ pairs, plus equal number of negative samples. Binary Classification. Given a miRNA mature sequence and a target amino acid sequence, predict their likelihood of interaction. (1) The miRNA is hsa-miR-196b-5p with sequence UAGGUAGUUUCCUGUUGUUGGG. The protein sequence of the target gene is MEMTSTSLKRGCLVVEDNDSVTPHDETKKQKVSEGCLTSSQDGVENDGLHRSENEPGPPEAESTVKDDENSSAQVQEEEEEEEEEDGLSEAGEEEEAESFADMMKHGLTELDVGICKFVSSHHGFSGILKERYSDFVVHEIGKDGRISHLDDLSVPVDEEDPPEDALTVLTAEDRQQLEELQLFKNKETSVAIEVIEDTKEKRTVIHQAIKSLFPGLETKTEDREGRKYIVAYHAAGKKALANPRKHSWPKSRGSYCHFVLYKENKDTMDAINVLSKYLRVKPNIFSYMGTKDKRAITVQ.... Result: 0 (no interaction). (2) The miRNA is mmu-miR-410-5p with sequence AGGUUGUCUGUGAUGAGUUCG. The protein sequence of the target gene is MGSVSNQQFAGGCAKAAEKAPEEAPPDAARAADEPQLLHGAGICKWFNVRMGFGFLSMTARAGVALDPPVDVFVHQSKLHMEGFRSLKEGEAVEFTFKKSAKGLESIRVTGPGGVFCIGSERRPKGKNMQKRRSKGDRCYNCGGLDHHAKECKLPPQPKKCHFCQSINHMVASCPLKAQQGPSSQGKPAYFREEEEEIHSPALLPEAQN. Result: 0 (no interaction). (3) The miRNA is mmu-miR-1934-5p with sequence UCUGGUCCCCUGCUUCGUCCUCU. The protein sequence of the target gene is MALAAAAAAAAAAAGVSQAAVLGFLREHGGQVRNSELLSRFKPLLDAGDPRGRAARRDRFKQFVNNVAVVKELDGVKFVVLRKKPRPPEGPEAPLPSSPGVPAALAQCAAVPAEDNCAPGAPHSPQRSGEPPEDSSAPSELQHTPETLPSEVTQVEAPSGSAPQPGGPEDPALPRSSELARPASVPSGLALTSTESPGPEPAPPTAQVPPQKPCMLPVRCVVPGPAALRIRAEEQGLRRQRSEEPSPRGSPMLLRRLSVEESGLGLHLGPGRSPHLRRLSRAGPRLLSPDTEEMPVAPLP.... Result: 0 (no interaction). (4) The miRNA is hsa-miR-548ae-3p with sequence CAAAAACUGCAAUUACUUUCA. The protein sequence of the target gene is MSSDASQGVITTPPPPSMPHKERYFDRINENDPEYIRERNMSPDLRQDFNMMEQRKRVTQILQSPAFREDLECLIQEQMKKGHNPTGLLALQQIADYIMANSFSGFSSPPLSLGMVTPINDLPGADTSSYVKGEKLTRCKLASLYRLVDLFGWAHLANTYISVRISKEQDHIIIIPRGLSFSEATASNLVKVNIIGEVVDQGSTNLKIDHTGFSPHAAIYSTRPDVKCVIHIHTLATAAVSSMKCGILPISQESLLLGDVAYYDYQGSLEEQEERIQLQKVLGPSCKVLVLRNHGVVALG.... Result: 0 (no interaction). (5) The miRNA is hsa-miR-6822-3p with sequence AGGCUCUAACUGGCUUUCCCUGCA. The protein sequence of the target gene is MALLHSGRVLPGIAAAFHPGLAAAASARASSWWTHVEMGPPDPILGVTEAFKRDTNSKKMNLGVGAYRDDNGKPYVLPSVRKAEAQIAAKNLDKEYLPIGGLAEFCKASAELALGENSEVLKSGRFVTVQTISGTGALRIGASFLQRFFKFSRDVFLPKPTWGNHTPIFRDAGMQLQGYRYYDPKTCGFDFTGAVEDISKIPEQSVLLLHACAHNPTGVDPRPEQWKEIATVVKKRNLFAFFDMAYQGFASGDGDKDAWAVRHFIEQGINVCLCQSYAKNMGLYGERVGAFTMVCKDADE.... Result: 0 (no interaction).